This data is from Catalyst prediction with 721,799 reactions and 888 catalyst types from USPTO. The task is: Predict which catalyst facilitates the given reaction. Reactant: Cl[C:2]1[C:11]2[C:6](=[CH:7][C:8]([Cl:19])=[C:9]([S:12]([C:15]([CH3:18])([CH3:17])[CH3:16])(=[O:14])=[O:13])[CH:10]=2)[N:5]=[CH:4][N:3]=1.[S:20]1[C:24]2[CH:25]=[CH:26][C:27]([NH2:29])=[CH:28][C:23]=2[N:22]=[CH:21]1. Product: [C:15]([S:12]([C:9]1[CH:10]=[C:11]2[C:6](=[CH:7][C:8]=1[Cl:19])[N:5]=[CH:4][N:3]=[C:2]2[NH:29][C:27]1[CH:26]=[CH:25][C:24]2[S:20][CH:21]=[N:22][C:23]=2[CH:28]=1)(=[O:14])=[O:13])([CH3:18])([CH3:17])[CH3:16]. The catalyst class is: 60.